Predict the reactants needed to synthesize the given product. From a dataset of Full USPTO retrosynthesis dataset with 1.9M reactions from patents (1976-2016). (1) The reactants are: Br[C:2]1[CH:18]=[CH:17][C:5]2[C:6]3[N:7]=[C:8]([C:14]([OH:16])=[O:15])[S:9][C:10]=3[CH2:11][CH2:12][O:13][C:4]=2[CH:3]=1.CC1(C)C(C)(C)OB([C:27]2[CH:28]=[N:29][NH:30][CH:31]=2)O1.C(=O)(O)[O-].[Na+].O.C(#N)C. Given the product [NH:29]1[CH:28]=[C:27]([C:2]2[CH:18]=[CH:17][C:5]3[C:6]4[N:7]=[C:8]([C:14]([OH:16])=[O:15])[S:9][C:10]=4[CH2:11][CH2:12][O:13][C:4]=3[CH:3]=2)[CH:31]=[N:30]1, predict the reactants needed to synthesize it. (2) Given the product [C:2]1([C:8]2[C:19]([CH2:20][CH2:21][NH:22][C:30](=[O:33])[CH2:31][CH3:32])=[C:11]3[C:12]4[CH2:18][CH2:17][O:16][C:13]=4[CH:14]=[CH:15][N:10]3[N:9]=2)[CH:3]=[CH:4][CH:5]=[CH:6][CH:7]=1, predict the reactants needed to synthesize it. The reactants are: Cl.[C:2]1([C:8]2[C:19]([CH2:20][CH2:21][NH2:22])=[C:11]3[C:12]4[CH2:18][CH2:17][O:16][C:13]=4[CH:14]=[CH:15][N:10]3[N:9]=2)[CH:7]=[CH:6][CH:5]=[CH:4][CH:3]=1.C(N(CC)CC)C.[C:30](O[C:30](=[O:33])[CH2:31][CH3:32])(=[O:33])[CH2:31][CH3:32].C(=O)([O-])O.[Na+]. (3) Given the product [NH:8]([C:15]1[CH:24]=[N:23][C:22]2[C:17](=[CH:18][CH:19]=[C:20]([OH:25])[CH:21]=2)[N:16]=1)[C:9]1[CH:10]=[CH:11][CH:12]=[CH:13][CH:14]=1, predict the reactants needed to synthesize it. The reactants are: C1(O)C=CC=CC=1.[NH:8]([C:15]1[CH:24]=[N:23][C:22]2[C:17](=[CH:18][CH:19]=[C:20]([O:25]C)[CH:21]=2)[N:16]=1)[C:9]1[CH:14]=[CH:13][CH:12]=[CH:11][CH:10]=1.[Na].C(S)C. (4) Given the product [CH2:1]([OH:8])[C@@H:2]([C@@H:4]([CH2:6][OH:7])[OH:5])[OH:3].[CH2:9]([OH:31])[C@H:10]1[O:15][C@H:14]([O:16][C@@H:17]([C@H:22]([OH:27])[C@@H:23]([OH:26])[CH2:24][OH:25])[C@H:18]([OH:21])[CH2:19][OH:20])[C@H:13]([OH:28])[C@@H:12]([OH:29])[C@@H:11]1[OH:30], predict the reactants needed to synthesize it. The reactants are: [CH2:1]([OH:8])[C@@H:2]([C@@H:4]([CH2:6][OH:7])[OH:5])[OH:3].[CH2:9]([OH:31])[C@H:10]1[O:15][C@H:14]([O:16][C@@H:17]([C@H:22]([OH:27])[C@@H:23]([OH:26])[CH2:24][OH:25])[C@H:18]([OH:21])[CH2:19][OH:20])[C@H:13]([OH:28])[C@@H:12]([OH:29])[C@@H:11]1[OH:30]. (5) Given the product [CH:15]1([N:12]2[CH2:13][CH2:14][N:9]([C:7]3[S:8][C:4]4[CH:3]=[C:2]([C:25]5[CH:24]=[CH:23][C:22]([O:21][CH3:20])=[C:27]([O:28][CH3:29])[CH:26]=5)[CH:19]=[CH:18][C:5]=4[N:6]=3)[CH2:10][CH2:11]2)[CH2:17][CH2:16]1, predict the reactants needed to synthesize it. The reactants are: Br[C:2]1[CH:19]=[CH:18][C:5]2[N:6]=[C:7]([N:9]3[CH2:14][CH2:13][N:12]([CH:15]4[CH2:17][CH2:16]4)[CH2:11][CH2:10]3)[S:8][C:4]=2[CH:3]=1.[CH3:20][O:21][C:22]1[CH:23]=[C:24](B(O)O)[CH:25]=[CH:26][C:27]=1[O:28][CH3:29].[O-]P([O-])([O-])=O.[K+].[K+].[K+].O.